This data is from Forward reaction prediction with 1.9M reactions from USPTO patents (1976-2016). The task is: Predict the product of the given reaction. (1) Given the reactants [Cl:1][C:2]1[C:3]([NH:15][CH:16]2[CH2:26][CH2:25][C:19]3([CH2:24][CH2:23][NH:22][CH2:21][CH2:20]3)[CH2:18][CH2:17]2)=[N:4][C:5]([NH:8][C:9]2[CH:10]=[N:11][N:12]([CH3:14])[CH:13]=2)=[N:6][CH:7]=1.[C:27]([CH2:29][C:30](O)=[O:31])#[N:28].CCN(CC)CC.CN(C(ON1N=NC2C=CC=NC1=2)=[N+](C)C)C.F[P-](F)(F)(F)(F)F, predict the reaction product. The product is: [Cl:1][C:2]1[C:3]([NH:15][CH:16]2[CH2:26][CH2:25][C:19]3([CH2:24][CH2:23][N:22]([C:30](=[O:31])[CH2:29][C:27]#[N:28])[CH2:21][CH2:20]3)[CH2:18][CH2:17]2)=[N:4][C:5]([NH:8][C:9]2[CH:10]=[N:11][N:12]([CH3:14])[CH:13]=2)=[N:6][CH:7]=1. (2) Given the reactants [I:1]I.[Cl:3][C:4]1[CH:5]=[CH:6][C:7]([C:10]([F:13])([F:12])[F:11])=[N:8][CH:9]=1.ClC1C=CC(C(F)(F)F)=CC=1[C@H]1N(C(OC(C)(C)C)=O)[C@H](C(OCC)=O)CC1.[Li+].CC([N-]C(C)C)C.[NH4+].[Cl-], predict the reaction product. The product is: [Cl:3][C:4]1[C:5]([I:1])=[CH:6][C:7]([C:10]([F:13])([F:11])[F:12])=[N:8][CH:9]=1. (3) Given the reactants [Cl:1][C:2]1[C:7]2[C:8](=[O:11])[NH:9][CH2:10][C:6]=2[C:5]([F:12])=[C:4]([N:13]2[C@@H:17]3[CH2:18][CH2:19][CH2:20][CH2:21][C@@H:16]3[N:15]([C:22]([O:24][C:25]([CH3:28])([CH3:27])[CH3:26])=[O:23])[CH2:14]2)[N:3]=1.[CH3:29][C:30]([O:33][C:34](O[C:34]([O:33][C:30]([CH3:32])([CH3:31])[CH3:29])=[O:35])=[O:35])([CH3:32])[CH3:31].O, predict the reaction product. The product is: [C:30]([O:33][C:34]([N:9]1[CH2:10][C:6]2[C:5]([F:12])=[C:4]([N:13]3[C@@H:17]4[CH2:18][CH2:19][CH2:20][CH2:21][C@@H:16]4[N:15]([C:22]([O:24][C:25]([CH3:28])([CH3:27])[CH3:26])=[O:23])[CH2:14]3)[N:3]=[C:2]([Cl:1])[C:7]=2[C:8]1=[O:11])=[O:35])([CH3:32])([CH3:31])[CH3:29]. (4) Given the reactants O[C@H]1CCCC[C@@H]1N1C(=O)C2C(=C3C=CC=CC3=CC=2)N=C1.[OH:23][C@@H:24]1[CH2:29][CH2:28][CH2:27][CH2:26][C@H:25]1[N:30]1[C:39](=[O:40])[C:38]2[C:33](=[C:34]3[CH:53]=[CH:52][CH:51]=[CH:50][C:35]3=[C:36]([CH2:41][C:42]3[CH:43]=[CH:44][C:45]([CH:48]=[O:49])=[N:46][CH:47]=3)[CH:37]=2)[N:32]=[CH:31]1.[BH4-].[Na+].[Cl-].[NH4+], predict the reaction product. The product is: [OH:23][C@@H:24]1[CH2:29][CH2:28][CH2:27][CH2:26][C@H:25]1[N:30]1[C:39](=[O:40])[C:38]2[C:33](=[C:34]3[CH:53]=[CH:52][CH:51]=[CH:50][C:35]3=[C:36]([CH2:41][C:42]3[CH:43]=[CH:44][C:45]([CH:48]=[O:49])=[N:46][CH:47]=3)[CH:37]=2)[N:32]=[CH:31]1.[OH:23][C@@H:24]1[CH2:29][CH2:28][CH2:27][CH2:26][C@H:25]1[N:30]1[C:39](=[O:40])[C:38]2[C:33](=[C:34]3[CH:53]=[CH:52][CH:51]=[CH:50][C:35]3=[C:36]([CH2:41][C:42]3[CH:47]=[N:46][C:45]([CH2:48][OH:49])=[CH:44][CH:43]=3)[CH:37]=2)[N:32]=[CH:31]1. (5) Given the reactants [CH2:1]([O:3][C:4](=[O:15])[CH2:5][N:6]1[CH:10]=[C:9]([C:11]([F:14])([F:13])[F:12])[N:8]=[CH:7]1)[CH3:2].C(O[CH:19](OCC)[N:20]([CH3:22])[CH3:21])C, predict the reaction product. The product is: [CH2:1]([O:3][C:4](=[O:15])[C:5]([N:6]1[CH:10]=[C:9]([C:11]([F:14])([F:12])[F:13])[N:8]=[CH:7]1)=[CH:19][N:20]([CH3:22])[CH3:21])[CH3:2].